From a dataset of Reaction yield outcomes from USPTO patents with 853,638 reactions. Predict the reaction yield, written as a fraction of the theoretical maximum amount of product (1.0 means a 100% yield; for example, 0.34 means a 34% yield). (1) The reactants are [Cl:1][C:2]1[CH:7]=[CH:6][C:5]([C@@:8]2(OC)[C@H:13]([OH:14])[C@@H:12]([OH:15])[C@H:11]([OH:16])[C:10]([CH2:19][OH:20])([CH2:17][OH:18])[O:9]2)=[CH:4][C:3]=1[CH2:23][C:24]1[CH:29]=[CH:28][C:27]([OH:30])=[CH:26][CH:25]=1.CC1CCCO1.C1(C)C(S(O)(=O)=O)=CC=CC=1. The catalyst is ClCCl. The product is [Cl:1][C:2]1[CH:7]=[CH:6][C:5]([C@@:8]23[O:9][C@@:10]([CH2:19][OH:20])([CH2:17][O:18]2)[C@@H:11]([OH:16])[C@H:12]([OH:15])[C@H:13]3[OH:14])=[CH:4][C:3]=1[CH2:23][C:24]1[CH:25]=[CH:26][C:27]([OH:30])=[CH:28][CH:29]=1. The yield is 0.697. (2) The reactants are [C:1]([O:4][C@@H:5]([C:9]1[CH:14]=[CH:13][CH:12]=[CH:11][CH:10]=1)[C:6]([OH:8])=[O:7])(=[O:3])[CH3:2].[Cl:15][C:16]1[CH:17]=[N+:18]([O-:41])[CH:19]=[C:20]([Cl:40])[C:21]=1[CH2:22][C@@H:23]([C:25]1[CH:30]=[CH:29][C:28]([O:31][CH:32]([F:34])[F:33])=[C:27]([O:35][CH2:36][CH:37]2[CH2:39][CH2:38]2)[CH:26]=1)O.C(Cl)CCl. The catalyst is CN(C1C=CN=CC=1)C.C(Cl)Cl. The product is [C:1]([O:4][C@@H:5]([C:9]1[CH:14]=[CH:13][CH:12]=[CH:11][CH:10]=1)[C:6]([O:8][C@H:23]([C:25]1[CH:30]=[CH:29][C:28]([O:31][CH:32]([F:33])[F:34])=[C:27]([O:35][CH2:36][CH:37]2[CH2:38][CH2:39]2)[CH:26]=1)[CH2:22][C:21]1[C:20]([Cl:40])=[CH:19][N+:18]([O-:41])=[CH:17][C:16]=1[Cl:15])=[O:7])(=[O:3])[CH3:2]. The yield is 0.890. (3) The reactants are [CH3:1][C:2]([S:23]([CH3:26])(=[O:25])=[O:24])([CH2:6][CH2:7][C:8]1[CH:13]=[CH:12][C:11]([B:14]2[O:18][C:17]([CH3:20])([CH3:19])[C:16]([CH3:22])([CH3:21])[O:15]2)=[CH:10][CH:9]=1)[C:3]([OH:5])=O.[O:27]1[CH2:32][CH2:31][CH2:30][CH2:29][CH:28]1[O:33][NH2:34].BrC1C=CC(CCC(C)(S(C)(=O)=O)C(NOC2CCCCO2)=O)=CC=1. No catalyst specified. The product is [CH3:1][C:2]([S:23]([CH3:26])(=[O:24])=[O:25])([CH2:6][CH2:7][C:8]1[CH:13]=[CH:12][C:11]([B:14]2[O:15][C:16]([CH3:21])([CH3:22])[C:17]([CH3:20])([CH3:19])[O:18]2)=[CH:10][CH:9]=1)[C:3]([NH:34][O:33][CH:28]1[CH2:29][CH2:30][CH2:31][CH2:32][O:27]1)=[O:5]. The yield is 0.604. (4) The reactants are [CH2:1]([O:3][C:4]1[CH:19]=[C:18]([CH:20]=O)[CH:17]=[CH:16][C:5]=1[O:6][C:7]1[CH:15]=[CH:14][C:10]([C:11]([NH2:13])=[O:12])=[CH:9][N:8]=1)[CH3:2].[CH2:22]([NH2:30])[CH2:23][C:24]1[CH:29]=[CH:28][CH:27]=[CH:26][CH:25]=1. No catalyst specified. The product is [CH2:1]([O:3][C:4]1[CH:19]=[C:18]([CH2:20][NH:30][CH2:22][CH2:23][C:24]2[CH:29]=[CH:28][CH:27]=[CH:26][CH:25]=2)[CH:17]=[CH:16][C:5]=1[O:6][C:7]1[CH:15]=[CH:14][C:10]([C:11]([NH2:13])=[O:12])=[CH:9][N:8]=1)[CH3:2]. The yield is 0.990.